Dataset: Forward reaction prediction with 1.9M reactions from USPTO patents (1976-2016). Task: Predict the product of the given reaction. (1) Given the reactants FC1C=C(C=CC=1S(C)=[N:21][C:22]#[N:23])CN1C(=O)C2C(=CC=CC=2)C1=O.[C:25]([O:29][C:30](=[O:42])[NH:31][CH2:32][C:33]1[CH:38]=[CH:37][C:36]([S:39][CH3:40])=[CH:35][C:34]=1[F:41])([CH3:28])([CH3:27])[CH3:26], predict the reaction product. The product is: [C:25]([O:29][C:30](=[O:42])[NH:31][CH2:32][C:33]1[CH:38]=[CH:37][C:36]([S:39]([CH3:40])=[N:23][C:22]#[N:21])=[CH:35][C:34]=1[F:41])([CH3:28])([CH3:26])[CH3:27]. (2) Given the reactants Cl[C:2]1[CH:11]=[CH:10][C:9]2[C:4](=[CH:5][CH:6]=[CH:7][C:8]=2[NH:12][S:13]([C:16]2[CH:21]=[CH:20][C:19]([F:22])=[CH:18][CH:17]=2)(=[O:15])=[O:14])[N:3]=1.[CH3:23][O:24][C:25]1[CH:32]=[CH:31][CH:30]=[CH:29][C:26]=1[CH2:27][NH2:28], predict the reaction product. The product is: [F:22][C:19]1[CH:20]=[CH:21][C:16]([S:13]([NH:12][C:8]2[CH:7]=[CH:6][CH:5]=[C:4]3[C:9]=2[CH:10]=[CH:11][C:2]([NH:28][CH2:27][C:26]2[CH:29]=[CH:30][CH:31]=[CH:32][C:25]=2[O:24][CH3:23])=[N:3]3)(=[O:15])=[O:14])=[CH:17][CH:18]=1. (3) Given the reactants [N:1]1[CH:6]=[CH:5][CH:4]=[C:3]([NH:7][C:8]2([C:14]#[N:15])[CH2:13][CH2:12][CH2:11][CH2:10][CH2:9]2)[CH:2]=1.[OH-:16].[Na+], predict the reaction product. The product is: [N:1]1[CH:6]=[CH:5][CH:4]=[C:3]([NH:7][C:8]2([C:14]([NH2:15])=[O:16])[CH2:13][CH2:12][CH2:11][CH2:10][CH2:9]2)[CH:2]=1. (4) Given the reactants [N:1]([CH:4]1[CH:12]([O:13][CH3:14])[C:9]2([CH2:11][CH2:10]2)[CH2:8][N:7]([C:15]2[N:16]([CH3:23])[N:17]=[CH:18][C:19]=2[N+:20]([O-:22])=[O:21])[CH2:6][CH2:5]1)=[N+]=[N-].CP(C)C.CCN(C(C)C)C(C)C.[C:37]([O:41][C:42](O[C:42]([O:41][C:37]([CH3:40])([CH3:39])[CH3:38])=[O:43])=[O:43])([CH3:40])([CH3:39])[CH3:38], predict the reaction product. The product is: [CH3:14][O:13][CH:12]1[C:9]2([CH2:11][CH2:10]2)[CH2:8][N:7]([C:15]2[N:16]([CH3:23])[N:17]=[CH:18][C:19]=2[N+:20]([O-:22])=[O:21])[CH2:6][CH2:5][CH:4]1[NH:1][C:42](=[O:43])[O:41][C:37]([CH3:40])([CH3:39])[CH3:38]. (5) Given the reactants [C:1]([O:9][CH2:10]/[CH:11]=[CH:12]/[C:13]1[NH:21][C:20]2[C:19]([O:22][C:23]3[CH:28]=[CH:27][CH:26]=[CH:25][CH:24]=3)=[N:18][CH:17]=[N:16][C:15]=2[CH:14]=1)(=[O:8])[C:2]1[CH:7]=[CH:6][CH:5]=[CH:4][CH:3]=1.[C:29](=O)([O-])[O-].[K+].[K+].IC.O, predict the reaction product. The product is: [C:1]([O:9][CH2:10]/[CH:11]=[CH:12]/[C:13]1[N:21]([CH3:29])[C:20]2[C:19]([O:22][C:23]3[CH:28]=[CH:27][CH:26]=[CH:25][CH:24]=3)=[N:18][CH:17]=[N:16][C:15]=2[CH:14]=1)(=[O:8])[C:2]1[CH:7]=[CH:6][CH:5]=[CH:4][CH:3]=1. (6) Given the reactants [C:1]1([CH2:7][CH2:8][CH2:9][CH:10]([N:13]2C(=O)C3C(=CC=CC=3)C2=O)[CH:11]=[CH2:12])[CH:6]=[CH:5][CH:4]=[CH:3][CH:2]=1.NN.Cl.CCOCC, predict the reaction product. The product is: [C:1]1([CH2:7][CH2:8][CH2:9][CH:10]([NH2:13])[CH:11]=[CH2:12])[CH:6]=[CH:5][CH:4]=[CH:3][CH:2]=1. (7) Given the reactants [C:1]1(/[CH:11]=[CH:12]/[CH:13]=[O:14])[C:10]2[C:5](=[CH:6][CH:7]=[CH:8][CH:9]=2)[CH:4]=[CH:3][CH:2]=1.Br[CH2:16][C:17]1[CH:30]=[CH:29][CH:28]=[CH:27][C:18]=1[O:19][Si](C(C)(C)C)(C)C, predict the reaction product. The product is: [C:1]1([C@H:11]2[CH2:12][C:13](=[O:14])[O:19][C:18]3[CH:27]=[CH:28][CH:29]=[CH:30][C:17]=3[CH2:16]2)[C:10]2[C:5](=[CH:6][CH:7]=[CH:8][CH:9]=2)[CH:4]=[CH:3][CH:2]=1.